Dataset: Full USPTO retrosynthesis dataset with 1.9M reactions from patents (1976-2016). Task: Predict the reactants needed to synthesize the given product. (1) The reactants are: [CH2:1]([O:3][C:4](=[O:26])[CH2:5][C:6]1[CH:7]=[N:8][CH:9]=[C:10]([C:12]2[CH:17]=[CH:16][C:15]([C:18]([F:21])([F:20])[F:19])=[CH:14][C:13]=2[CH2:22][NH:23][CH2:24][CH3:25])[CH:11]=1)[CH3:2].[CH3:27][O:28][CH2:29][C:30]([OH:32])=O. Given the product [CH2:1]([O:3][C:4](=[O:26])[CH2:5][C:6]1[CH:7]=[N:8][CH:9]=[C:10]([C:12]2[CH:17]=[CH:16][C:15]([C:18]([F:20])([F:19])[F:21])=[CH:14][C:13]=2[CH2:22][N:23]([CH2:24][CH3:25])[C:30](=[O:32])[CH2:29][O:28][CH3:27])[CH:11]=1)[CH3:2], predict the reactants needed to synthesize it. (2) Given the product [Si:1]([O:8][CH2:9][C:10]1[C:15]([Cl:16])=[CH:14][C:13]([C:17]2([F:37])[CH2:22][CH2:21][N:20]([C:23]([O:25][C:26]([CH3:29])([CH3:28])[CH3:27])=[O:24])[CH2:19][CH2:18]2)=[CH:12][N:11]=1)([C:4]([CH3:7])([CH3:6])[CH3:5])([CH3:3])[CH3:2], predict the reactants needed to synthesize it. The reactants are: [Si:1]([O:8][CH2:9][C:10]1[C:15]([Cl:16])=[CH:14][C:13]([C:17]2(O)[CH2:22][CH2:21][N:20]([C:23]([O:25][C:26]([CH3:29])([CH3:28])[CH3:27])=[O:24])[CH2:19][CH2:18]2)=[CH:12][N:11]=1)([C:4]([CH3:7])([CH3:6])[CH3:5])([CH3:3])[CH3:2].C(N(S(F)(F)[F:37])CC)C.O. (3) Given the product [C:16]([C:2]1[CH:3]=[CH:4][C:5]2[O:9][C:8]([C:10]([O:12][CH3:13])=[O:11])=[C:7]([CH3:14])[C:6]=2[CH:15]=1)#[N:17], predict the reactants needed to synthesize it. The reactants are: Br[C:2]1[CH:3]=[CH:4][C:5]2[O:9][C:8]([C:10]([O:12][CH3:13])=[O:11])=[C:7]([CH3:14])[C:6]=2[CH:15]=1.[CH3:16][N:17](C)C=O.